Dataset: Full USPTO retrosynthesis dataset with 1.9M reactions from patents (1976-2016). Task: Predict the reactants needed to synthesize the given product. (1) Given the product [C:1]([C:5]1[CH:23]=[CH:22][C:8]([C:9]([N:11]([CH3:37])[C:12]2[CH:17]=[CH:16][CH:15]=[C:14]([S:18]([CH3:21])(=[O:20])=[O:19])[CH:13]=2)=[O:10])=[C:7]([O:24][C:25]2[CH:30]=[CH:29][C:28]([F:31])=[CH:27][C:26]=2[Cl:32])[CH:6]=1)([CH3:4])([CH3:2])[CH3:3], predict the reactants needed to synthesize it. The reactants are: [C:1]([C:5]1[CH:23]=[CH:22][C:8]([C:9]([NH:11][C:12]2[CH:17]=[CH:16][CH:15]=[C:14]([S:18]([CH3:21])(=[O:20])=[O:19])[CH:13]=2)=[O:10])=[C:7]([O:24][C:25]2[CH:30]=[CH:29][C:28]([F:31])=[CH:27][C:26]=2[Cl:32])[CH:6]=1)([CH3:4])([CH3:3])[CH3:2].[H-].[Na+].IC.[C:37]([O-])(O)=O.[Na+]. (2) Given the product [C:26]([C:2]1[C:11]2=[CH:12][N:13]([C@@H:15]3[O:21][C@H:20]([CH2:22][OH:23])[C@@H:18]([OH:19])[C@@:16]3([CH3:24])[OH:17])[N:14]=[C:9]3[C:10]2=[C:4]([C:5](=[O:25])[NH:6][N:7]=[CH:8]3)[CH:3]=1)#[N:27], predict the reactants needed to synthesize it. The reactants are: I[C:2]1[C:11]2=[CH:12][N:13]([C@@H:15]3[O:21][C@H:20]([CH2:22][OH:23])[C@@H:18]([OH:19])[C@@:16]3([CH3:24])[OH:17])[N:14]=[C:9]3[C:10]2=[C:4]([C:5](=[O:25])[NH:6][N:7]=[CH:8]3)[CH:3]=1.[C:26]([Cu])#[N:27]. (3) Given the product [CH3:1][O:2][C:3](=[O:33])[C:4]([CH3:32])([N:27]1[CH:31]=[CH:30][CH:29]=[CH:28]1)[CH2:5][C:6]1[CH:11]=[CH:10][C:9]([O:12][CH2:13][CH2:14][C:15]2[N:16]=[C:17]([C:21]3[CH:22]=[CH:23][CH:24]=[CH:25][CH:26]=3)[O:18][C:19]=2[CH3:20])=[CH:8][CH:7]=1, predict the reactants needed to synthesize it. The reactants are: [CH3:1][O:2][C:3](=[O:33])[C@@:4]([CH3:32])([N:27]1[CH:31]=[CH:30][CH:29]=[CH:28]1)[CH2:5][C:6]1[CH:11]=[CH:10][C:9]([O:12][CH2:13][CH2:14][C:15]2[N:16]=[C:17]([C:21]3[CH:26]=[CH:25][CH:24]=[CH:23][CH:22]=3)[O:18][C:19]=2[CH3:20])=[CH:8][CH:7]=1.[OH-].[Li+].Cl. (4) Given the product [CH3:11][C@H:12]1[NH:13][C@@H:14]([CH3:18])[CH2:15][N:16]([C:2]2[CH:7]=[CH:6][C:5]([N+:8]([O-:10])=[O:9])=[CH:4][CH:3]=2)[CH2:17]1, predict the reactants needed to synthesize it. The reactants are: F[C:2]1[CH:7]=[CH:6][C:5]([N+:8]([O-:10])=[O:9])=[CH:4][CH:3]=1.[CH3:11][C@@H:12]1[CH2:17][NH:16][CH2:15][C@H:14]([CH3:18])[NH:13]1. (5) Given the product [Cl:1][C:2]1[N:3]=[C:4]([C:9]([NH:11][C:12]2[CH:17]=[CH:16][C:15]([C:18]3[O:19][C:20]([CH3:30])=[C:21]([C:23]([OH:25])=[O:24])[N:22]=3)=[CH:14][C:13]=2[CH3:27])=[O:10])[NH:5][C:6]=1[CH2:7][CH3:8], predict the reactants needed to synthesize it. The reactants are: [Cl:1][C:2]1[N:3]=[C:4]([C:9]([NH:11][C:12]2[CH:17]=[CH:16][C:15]([C:18]3[O:19][CH:20]=[C:21]([C:23]([O:25]C)=[O:24])[N:22]=3)=[CH:14][C:13]=2[CH3:27])=[O:10])[NH:5][C:6]=1[CH2:7][CH3:8].[OH-].[Li+].[CH3:30]O. (6) The reactants are: F[C:2]1[CH:7]=[CH:6][C:5]([N+:8]([O-:10])=[O:9])=[CH:4][C:3]=1[C:11]([F:14])([F:13])[F:12].[OH:15][CH:16]1[CH2:21][CH2:20][N:19]([C:22]([O:24][C:25]([CH3:28])([CH3:27])[CH3:26])=[O:23])[CH2:18][CH2:17]1.C([O-])([O-])=O.[Cs+].[Cs+].O. Given the product [N+:8]([C:5]1[CH:6]=[CH:7][C:2]([O:15][CH:16]2[CH2:17][CH2:18][N:19]([C:22]([O:24][C:25]([CH3:28])([CH3:27])[CH3:26])=[O:23])[CH2:20][CH2:21]2)=[C:3]([C:11]([F:14])([F:13])[F:12])[CH:4]=1)([O-:10])=[O:9], predict the reactants needed to synthesize it. (7) The reactants are: C(O)(=O)C.[N+:5]([C:8]1[CH:9]=[CH:10][C:11]([O:14][CH:15]2[CH2:20][CH2:19][NH:18][CH2:17][CH2:16]2)=[N:12][CH:13]=1)([O-:7])=[O:6].[CH3:21][C:22]([CH3:24])=O.C([BH3-])#N.[Na+]. Given the product [CH:22]([N:18]1[CH2:19][CH2:20][CH:15]([O:14][C:11]2[CH:10]=[CH:9][C:8]([N+:5]([O-:7])=[O:6])=[CH:13][N:12]=2)[CH2:16][CH2:17]1)([CH3:24])[CH3:21], predict the reactants needed to synthesize it.